From a dataset of Reaction yield outcomes from USPTO patents with 853,638 reactions. Predict the reaction yield, written as a fraction of the theoretical maximum amount of product (1.0 means a 100% yield; for example, 0.34 means a 34% yield). (1) The reactants are F[C:2]1[CH:7]=[CH:6][C:5]([C:8]2[O:9][C:10]3[CH:16]=[CH:15][CH:14]=[CH:13][C:11]=3[N:12]=2)=[CH:4][C:3]=1[N+:17]([O-:19])=[O:18].C(N(CC)CC)C.Cl.[NH2:28][CH:29]1[CH2:34][CH2:33][CH:32]([OH:35])[CH2:31][CH2:30]1.[H][H]. The catalyst is [C].[Pd].CO.O1CCCC1.C(#N)C. The product is [OH:35][CH:32]1[CH2:33][CH2:34][CH:29]([NH:28][C:2]2[CH:7]=[CH:6][C:5]([C:8]3[O:9][C:10]4[CH:16]=[CH:15][CH:14]=[CH:13][C:11]=4[N:12]=3)=[CH:4][C:3]=2[N+:17]([O-:19])=[O:18])[CH2:30][CH2:31]1. The yield is 0.670. (2) The reactants are [C:1]([O:5][C:6]([N:8]1[CH2:13][CH2:12][CH:11]([OH:14])[CH2:10][CH2:9]1)=[O:7])([CH3:4])([CH3:3])[CH3:2].[F:15][C:16]1[CH:21]=[CH:20][C:19](O)=[CH:18][CH:17]=1.C1(P(C2C=CC=CC=2)C2C=CC=CC=2)C=CC=CC=1. The catalyst is O1CCCC1.ClCCl. The product is [C:1]([O:5][C:6]([N:8]1[CH2:13][CH2:12][CH:11]([O:14][C:19]2[CH:20]=[CH:21][C:16]([F:15])=[CH:17][CH:18]=2)[CH2:10][CH2:9]1)=[O:7])([CH3:4])([CH3:2])[CH3:3]. The yield is 0.700.